From a dataset of Full USPTO retrosynthesis dataset with 1.9M reactions from patents (1976-2016). Predict the reactants needed to synthesize the given product. Given the product [Cl:1][C:2]1[CH:7]=[CH:6][CH:5]=[CH:4][C:3]=1[CH2:8][N:9]1[C:35]([OH:36])=[C:20]([C:19]([NH:18][CH2:17][C:12]2[CH:13]=[CH:14][CH:15]=[CH:16][C:11]=2[Cl:10])=[O:39])[C:21]([OH:34])=[C:22]([C:25]([NH:27][CH2:28][C:29]([O-:31])=[O:30])=[O:26])[C:23]1=[O:24].[NH4+:9], predict the reactants needed to synthesize it. The reactants are: [Cl:1][C:2]1[CH:7]=[CH:6][CH:5]=[CH:4][C:3]=1[CH2:8][NH2:9].[Cl:10][C:11]1[CH:16]=[CH:15][CH:14]=[CH:13][C:12]=1[CH2:17][N:18]1[C:23](=[O:24])[C:22]([C:25]([NH:27][CH2:28][C:29]([O:31]CC)=[O:30])=[O:26])=[C:21]([OH:34])[C:20]([C:35](OC)=[O:36])=[C:19]1[OH:39].